The task is: Predict the reactants needed to synthesize the given product.. This data is from Full USPTO retrosynthesis dataset with 1.9M reactions from patents (1976-2016). (1) The reactants are: Br[C:2]1[CH:3]=[N:4][N:5]2[CH:10]=[CH:9][C:8]([N:11]3[CH2:16][CH2:15][N:14]([C:17]([O:19][CH:20]([CH3:22])[CH3:21])=[O:18])[CH2:13][CH2:12]3)=[N:7][C:6]=12.[CH2:23]([O:25][C:26]1[C:31](B(O)O)=[CH:30][CH:29]=[CH:28][N:27]=1)[CH3:24].C([O-])([O-])=O.[K+].[K+].CC#N. Given the product [CH2:23]([O:25][C:26]1[C:31]([C:2]2[CH:3]=[N:4][N:5]3[CH:10]=[CH:9][C:8]([N:11]4[CH2:16][CH2:15][N:14]([C:17]([O:19][CH:20]([CH3:22])[CH3:21])=[O:18])[CH2:13][CH2:12]4)=[N:7][C:6]=23)=[CH:30][CH:29]=[CH:28][N:27]=1)[CH3:24], predict the reactants needed to synthesize it. (2) Given the product [CH2:1]([C:3]1[CH:8]=[CH:7][C:6]([CH:9]2[CH2:14][N:13]([C:15]([N:17]3[CH2:22][CH2:21][CH:20]([C:23]#[N:24])[CH2:19][CH2:18]3)=[O:16])[CH2:12][CH:11]([C:25]([OH:27])=[O:26])[CH2:10]2)=[CH:5][CH:4]=1)[CH3:2], predict the reactants needed to synthesize it. The reactants are: [CH2:1]([C:3]1[CH:8]=[CH:7][C:6]([CH:9]2[CH2:14][N:13]([C:15]([N:17]3[CH2:22][CH2:21][CH:20]([C:23]#[N:24])[CH2:19][CH2:18]3)=[O:16])[CH2:12][CH:11]([C:25]([O:27]CC)=[O:26])[CH2:10]2)=[CH:5][CH:4]=1)[CH3:2].[OH-].[Li+].